Dataset: Full USPTO retrosynthesis dataset with 1.9M reactions from patents (1976-2016). Task: Predict the reactants needed to synthesize the given product. (1) The reactants are: [F:1][C:2]1[CH:7]=[CH:6][C:5]([F:8])=[CH:4][C:3]=1[C@H:9]1[CH2:13][CH2:12][CH2:11][N:10]1[C:14]1[CH:19]=[CH:18][N:17]2[N:20]=[CH:21][C:22]([NH2:23])=[C:16]2[N:15]=1.[C:24](O[C:24](=[O:28])[CH:25]([CH3:27])[CH3:26])(=[O:28])[CH:25]([CH3:27])[CH3:26].N1C=CC=CC=1. Given the product [F:1][C:2]1[CH:7]=[CH:6][C:5]([F:8])=[CH:4][C:3]=1[C@H:9]1[CH2:13][CH2:12][CH2:11][N:10]1[C:14]1[CH:19]=[CH:18][N:17]2[N:20]=[CH:21][C:22]([NH:23][C:24](=[O:28])[CH:25]([CH3:27])[CH3:26])=[C:16]2[N:15]=1, predict the reactants needed to synthesize it. (2) Given the product [O:21]([C:28]1[CH:29]=[CH:30][C:31]([NH:32][C:2]2[N:7]=[CH:6][N:5]=[C:4]([NH:8][CH:9]3[CH2:13][CH2:12][N:11]([C:14]([O:16][C:17]([CH3:20])([CH3:19])[CH3:18])=[O:15])[CH2:10]3)[CH:3]=2)=[CH:33][CH:34]=1)[C:22]1[CH:27]=[CH:26][CH:25]=[CH:24][CH:23]=1, predict the reactants needed to synthesize it. The reactants are: Cl[C:2]1[N:7]=[CH:6][N:5]=[C:4]([NH:8][CH:9]2[CH2:13][CH2:12][N:11]([C:14]([O:16][C:17]([CH3:20])([CH3:19])[CH3:18])=[O:15])[CH2:10]2)[CH:3]=1.[O:21]([C:28]1[CH:34]=[CH:33][C:31]([NH2:32])=[CH:30][CH:29]=1)[C:22]1[CH:27]=[CH:26][CH:25]=[CH:24][CH:23]=1.C(O)(=O)C. (3) The reactants are: [CH2:1]1[C:4]2([CH2:7][CH2:6][CH2:5]2)[CH2:3][CH:2]1[C:8]([OH:10])=O.C(Cl)(=O)C(Cl)=O.[NH4+:17].[OH-].C1COCC1. Given the product [CH2:1]1[C:4]2([CH2:7][CH2:6][CH2:5]2)[CH2:3][CH:2]1[C:8]([NH2:17])=[O:10], predict the reactants needed to synthesize it.